Dataset: Forward reaction prediction with 1.9M reactions from USPTO patents (1976-2016). Task: Predict the product of the given reaction. (1) Given the reactants [CH2:1]([O:8][C:9]([C:11]1[C:19]2[C:14](=[CH:15][CH:16]=[C:17]([O:20][CH2:21][CH2:22]Cl)[CH:18]=2)[N:13]([CH3:24])[C:12]=1[CH3:25])=[O:10])[C:2]1[CH:7]=[CH:6][CH:5]=[CH:4][CH:3]=1.C(=O)([O-])[O-].[K+].[K+].[I-].[K+].[CH2:34]([NH:36][CH2:37][CH3:38])[CH3:35].[K+].[Br-], predict the reaction product. The product is: [CH2:1]([O:8][C:9]([C:11]1[C:19]2[C:14](=[CH:15][CH:16]=[C:17]([O:20][CH2:21][CH2:22][N:36]([CH2:37][CH3:38])[CH2:34][CH3:35])[CH:18]=2)[N:13]([CH3:24])[C:12]=1[CH3:25])=[O:10])[C:2]1[CH:7]=[CH:6][CH:5]=[CH:4][CH:3]=1. (2) Given the reactants [Br:1][C:2]1[CH:3]=[CH:4][C:5]([N:8]2[C:12]([C:13]([F:16])([F:15])[F:14])=[CH:11][C:10]([C:17]([NH:19][C:20]([CH3:24])([CH3:23])[CH2:21]O)=[O:18])=[N:9]2)=[N:6][CH:7]=1.BrC1C=CC(N2C(C(F)(F)F)=CC(C(O)=O)=N2)=NC=1.C(Cl)(=O)C(Cl)=O.NC(C)(C)CO, predict the reaction product. The product is: [Br:1][C:2]1[CH:3]=[CH:4][C:5]([N:8]2[C:12]([C:13]([F:16])([F:15])[F:14])=[CH:11][C:10]([C:17]3[O:18][CH2:23][C:20]([CH3:21])([CH3:24])[N:19]=3)=[N:9]2)=[N:6][CH:7]=1.